This data is from Catalyst prediction with 721,799 reactions and 888 catalyst types from USPTO. The task is: Predict which catalyst facilitates the given reaction. Reactant: S([O-])(=O)(=O)C.[C:6]1(=[O:16])[NH:10][C:9](=[O:11])[C:8]2=[CH:12][CH:13]=[CH:14][CH:15]=[C:7]12.[K].[I-].[Na+].[CH3:20][N:21]([CH3:24])[CH:22]=O.[CH:25]1[CH:30]=[CH:29][CH:28]=[CH:27][CH:26]=1. Product: [C:20]([N:21]1[CH:24]=[C:9]([CH2:8][CH2:7][CH2:6][N:10]2[C:6](=[O:16])[C:7]3=[CH:15][CH:14]=[CH:13][CH:12]=[C:8]3[C:9]2=[O:11])[N:10]=[CH:22]1)([C:25]1[CH:30]=[CH:29][CH:28]=[CH:27][CH:26]=1)([C:25]1[CH:30]=[CH:29][CH:28]=[CH:27][CH:26]=1)[C:25]1[CH:30]=[CH:29][CH:28]=[CH:27][CH:26]=1. The catalyst class is: 6.